From a dataset of Peptide-MHC class I binding affinity with 185,985 pairs from IEDB/IMGT. Regression. Given a peptide amino acid sequence and an MHC pseudo amino acid sequence, predict their binding affinity value. This is MHC class I binding data. (1) The peptide sequence is MQYEVTQHA. The MHC is HLA-B27:03 with pseudo-sequence HLA-B27:03. The binding affinity (normalized) is 0.0847. (2) The peptide sequence is WMACHSAAF. The MHC is HLA-B27:05 with pseudo-sequence HLA-B27:05. The binding affinity (normalized) is 0.192. (3) The peptide sequence is VRQAPGKGL. The MHC is HLA-B27:05 with pseudo-sequence HLA-B27:05. The binding affinity (normalized) is 0.490. (4) The peptide sequence is TTAATPSV. The MHC is Mamu-A02 with pseudo-sequence Mamu-A02. The binding affinity (normalized) is 0.0254.